From a dataset of Catalyst prediction with 721,799 reactions and 888 catalyst types from USPTO. Predict which catalyst facilitates the given reaction. (1) Reactant: [CH3:1][C:2]1[CH:7]=[CH:6][CH:5]=[C:4]([C:8]#[C:9][Si](C)(C)C)[N:3]=1.C(=O)([O-])[O-].[K+].[K+]. Product: [C:8]([C:4]1[CH:5]=[CH:6][CH:7]=[C:2]([CH3:1])[N:3]=1)#[CH:9]. The catalyst class is: 5. (2) Reactant: Br[C:2]1[C:3]([CH:16]=[C:17]2[CH:21]([OH:22])[CH2:20][CH2:19][S:18]2)=[CH:4][C:5]([O:14][CH3:15])=[C:6]([CH:8]([CH3:13])[C:9]([O:11][CH3:12])=[O:10])[CH:7]=1.C([O-])=O.[NH4+].C(N(CC)CC)C. Product: [OH:22][CH:21]1[CH2:20][CH2:19][S:18][C:17]1=[CH:16][C:3]1[CH:2]=[CH:7][C:6]([CH:8]([CH3:13])[C:9]([O:11][CH3:12])=[O:10])=[C:5]([O:14][CH3:15])[CH:4]=1. The catalyst class is: 104. (3) Reactant: [Na].[CH3:2][CH2:3][O-:4].[Na+].Cl[C:7]1[C:12]([N+:13]([O-:15])=[O:14])=[CH:11][CH:10]=[CH:9][N:8]=1. Product: [CH2:3]([O:4][C:7]1[C:12]([N+:13]([O-:15])=[O:14])=[CH:11][CH:10]=[CH:9][N:8]=1)[CH3:2]. The catalyst class is: 14. (4) Product: [OH:8][C:9]1[C:10]([O:25][CH3:26])=[CH:11][C:12]2[C:18](=[O:19])[N:17]3[CH2:20][C:21](=[CH2:23])[CH2:22][C@H:16]3[CH:15]=[CH:14][C:13]=2[CH:24]=1. Reactant: C([O:8][C:9]1[C:10]([O:25][CH3:26])=[CH:11][C:12]2[C:18](=[O:19])[N:17]3[CH2:20][C:21](=[CH2:23])[CH2:22][C@H:16]3[CH:15]=[CH:14][C:13]=2[CH:24]=1)C1C=CC=CC=1. The catalyst class is: 326.